From a dataset of Full USPTO retrosynthesis dataset with 1.9M reactions from patents (1976-2016). Predict the reactants needed to synthesize the given product. (1) Given the product [CH:12]1([NH:15][C:2]2[CH:10]=[CH:9][C:8]([F:11])=[CH:7][C:3]=2[C:4]([OH:6])=[O:5])[CH2:14][CH2:13]1, predict the reactants needed to synthesize it. The reactants are: Br[C:2]1[CH:10]=[CH:9][C:8]([F:11])=[CH:7][C:3]=1[C:4]([OH:6])=[O:5].[CH:12]1([NH2:15])[CH2:14][CH2:13]1.C([O-])(=O)C.[K+].C(N(CC)CC)C.Cl. (2) Given the product [NH2:1][C:2]1[CH:7]=[C:6]([NH2:8])[CH:5]=[CH:4][C:3]=1[C:11]1[CH:16]=[CH:15][N:14]=[C:13]([C@@H:17]([NH:21][C:22](=[O:28])[O:23][C:24]([CH3:27])([CH3:26])[CH3:25])[CH2:18][CH:19]=[CH2:20])[CH:12]=1, predict the reactants needed to synthesize it. The reactants are: [NH2:1][C:2]1[CH:7]=[C:6]([N+:8]([O-])=O)[CH:5]=[CH:4][C:3]=1[C:11]1[CH:16]=[CH:15][N:14]=[C:13]([C@@H:17]([NH:21][C:22](=[O:28])[O:23][C:24]([CH3:27])([CH3:26])[CH3:25])[CH2:18][CH:19]=[CH2:20])[CH:12]=1.[Cl-].[NH4+]. (3) Given the product [Br:1][C:2]1[CH:3]=[CH:4][C:5]([C:8]([CH3:14])([CH3:13])[C:9]([O:11][CH3:12])=[O:10])=[CH:6][CH:7]=1, predict the reactants needed to synthesize it. The reactants are: [Br:1][C:2]1[CH:7]=[CH:6][C:5]([CH:8]([CH3:13])[C:9]([O:11][CH3:12])=[O:10])=[CH:4][CH:3]=1.[CH3:14][Si]([N-][Si](C)(C)C)(C)C.[Na+].IC.